From a dataset of Full USPTO retrosynthesis dataset with 1.9M reactions from patents (1976-2016). Predict the reactants needed to synthesize the given product. Given the product [Cl:25][C:20]1[CH:21]=[CH:22][CH:23]=[CH:24][C:19]=1[CH2:18][C:7]1[C:6](=[O:26])[N:30]2[CH2:31][CH2:32][CH2:33][N:29]2[C:8]=1[C:10]1[CH:15]=[CH:14][N:13]=[C:12]([S:16][CH3:17])[N:11]=1, predict the reactants needed to synthesize it. The reactants are: C(O[C:6](=[O:26])[CH:7]([CH2:18][C:19]1[CH:24]=[CH:23][CH:22]=[CH:21][C:20]=1[Cl:25])[C:8]([C:10]1[CH:15]=[CH:14][N:13]=[C:12]([S:16][CH3:17])[N:11]=1)=O)(C)(C)C.Cl.Cl.[NH:29]1[CH2:33][CH2:32][CH2:31][NH:30]1.